This data is from Forward reaction prediction with 1.9M reactions from USPTO patents (1976-2016). The task is: Predict the product of the given reaction. Given the reactants C[O:2][C:3](=[O:26])[CH2:4][C@H:5]1[C:9]2[CH:10]=[CH:11][C:12]([O:14][C@H:15]3[C:23]4[C:18](=[C:19]([OH:25])[CH:20]=[CH:21][C:22]=4F)[CH2:17][CH2:16]3)=[CH:13][C:8]=2[O:7][CH2:6]1.[CH3:27][N:28]([CH3:38])[C:29]1(B(O)O)[CH:34]=[CH:33][CH:32]=[CH:31][NH:30]1, predict the reaction product. The product is: [CH3:27][N:28]([CH3:38])[C:29]1[CH:34]=[CH:33][C:32]([O:25][C:19]2[CH:20]=[CH:21][CH:22]=[C:23]3[C:18]=2[CH2:17][CH2:16][C@H:15]3[O:14][C:12]2[CH:11]=[CH:10][C:9]3[C@H:5]([CH2:4][C:3]([OH:26])=[O:2])[CH2:6][O:7][C:8]=3[CH:13]=2)=[CH:31][N:30]=1.